Predict the product of the given reaction. From a dataset of Forward reaction prediction with 1.9M reactions from USPTO patents (1976-2016). Given the reactants [OH:1][C@@H:2]([C:16]1[CH:21]=[CH:20][CH:19]=[CH:18][CH:17]=1)[C@@H:3]1[CH2:8][CH2:7][CH2:6][N:5]([C:9]([O:11][C:12]([CH3:15])([CH3:14])[CH3:13])=[O:10])[CH2:4]1.[H-].[Na+].CS(O[CH2:29][CH2:30][CH2:31][O:32][CH3:33])(=O)=O.O, predict the reaction product. The product is: [CH3:33][O:32][CH2:31][CH2:30][CH2:29][O:1][C@@H:2]([C:16]1[CH:17]=[CH:18][CH:19]=[CH:20][CH:21]=1)[C@@H:3]1[CH2:8][CH2:7][CH2:6][N:5]([C:9]([O:11][C:12]([CH3:13])([CH3:14])[CH3:15])=[O:10])[CH2:4]1.